From a dataset of Reaction yield outcomes from USPTO patents with 853,638 reactions. Predict the reaction yield, written as a fraction of the theoretical maximum amount of product (1.0 means a 100% yield; for example, 0.34 means a 34% yield). (1) The reactants are S([O-])([O-])=O.[Na+].[Na+].[I:7][C:8]1[N:9]=[C:10]([C@@H:14]2[CH2:18][CH2:17][CH2:16][N:15]2[C:19]([O:21][C:22]([CH3:25])([CH3:24])[CH3:23])=[O:20])[NH:11][C:12]=1I. The product is [I:7][C:8]1[NH:9][C:10]([C@@H:14]2[CH2:18][CH2:17][CH2:16][N:15]2[C:19]([O:21][C:22]([CH3:25])([CH3:24])[CH3:23])=[O:20])=[N:11][CH:12]=1. The yield is 0.731. The catalyst is C(O)C.O.C(OCC)(=O)C. (2) The reactants are [CH3:1][S-:2].[Na+].Br[C:5]1[CH:6]=[CH:7][C:8](/[C:13](/[C:32]2[CH:37]=[CH:36][C:35]([C:38]([CH3:41])([CH3:40])[CH3:39])=[CH:34][CH:33]=2)=[CH:14]/[C@@H:15]2[N:19]([CH2:20][C:21]3[CH:26]=[CH:25][C:24]([O:27][CH3:28])=[CH:23][C:22]=3[O:29][CH3:30])[C:18](=[O:31])[CH2:17][CH2:16]2)=[N:9][C:10]=1[O:11][CH3:12].O. The catalyst is CN(C)C=O. The product is [C:38]([C:35]1[CH:36]=[CH:37][C:32](/[C:13](/[C:8]2[CH:7]=[CH:6][C:5]([S:2][CH3:1])=[C:10]([O:11][CH3:12])[N:9]=2)=[CH:14]\[C@@H:15]2[N:19]([CH2:20][C:21]3[CH:26]=[CH:25][C:24]([O:27][CH3:28])=[CH:23][C:22]=3[O:29][CH3:30])[C:18](=[O:31])[CH2:17][CH2:16]2)=[CH:33][CH:34]=1)([CH3:41])([CH3:40])[CH3:39]. The yield is 0.340. (3) The reactants are [NH2:1][C:2]1[CH:7]=[CH:6][CH:5]=[CH:4][C:3]=1[NH:8][C:9](=[O:28])[C:10]1[CH:15]=[CH:14][C:13]([CH2:16][N:17]2[CH2:25][C:24]3[C:19](=[CH:20][CH:21]=[CH:22][C:23]=3Br)[C:18]2=[O:27])=[CH:12][CH:11]=1.C(N)(=O)C1C=CC=CC=1.[F:38][C:39]([F:50])([F:49])[C:40]1[CH:45]=[CH:44][C:43](B(O)O)=[CH:42][CH:41]=1. No catalyst specified. The product is [NH2:1][C:2]1[CH:7]=[CH:6][CH:5]=[CH:4][C:3]=1[NH:8][C:9](=[O:28])[C:10]1[CH:15]=[CH:14][C:13]([CH2:16][N:17]2[CH2:25][C:24]3[C:19](=[CH:20][CH:21]=[CH:22][C:23]=3[C:43]3[CH:44]=[CH:45][C:40]([C:39]([F:50])([F:49])[F:38])=[CH:41][CH:42]=3)[C:18]2=[O:27])=[CH:12][CH:11]=1. The yield is 0.850. (4) The reactants are [NH2:1][C@@H:2]1[C@@H:6]([NH:7][C:8]([O:10][C:11]([CH3:14])([CH3:13])[CH3:12])=[O:9])[CH2:5][N:4]([C:15]([O:17][CH2:18][C:19]2[CH:24]=[CH:23][CH:22]=[CH:21][CH:20]=2)=[O:16])[CH2:3]1.C(=O)([O-])[O-].[K+].[K+].Br[CH2:32][C:33]([O:35][CH2:36][CH3:37])=[O:34]. The catalyst is C(#N)C. The product is [C:11]([O:10][C:8]([NH:7][C@@H:6]1[C@@H:2]([NH:1][CH2:32][C:33]([O:35][CH2:36][CH3:37])=[O:34])[CH2:3][N:4]([C:15]([O:17][CH2:18][C:19]2[CH:20]=[CH:21][CH:22]=[CH:23][CH:24]=2)=[O:16])[CH2:5]1)=[O:9])([CH3:14])([CH3:13])[CH3:12]. The yield is 0.690. (5) The reactants are Cl.[CH2:2]([O:5][C:6]1[CH:15]=[C:14]([O:16]COC)[C:13]([CH:20]([CH3:22])[CH3:21])=[CH:12][C:7]=1[C:8]([O:10][CH3:11])=[O:9])[CH:3]=[CH2:4]. The catalyst is CO. The product is [CH2:2]([O:5][C:6]1[CH:15]=[C:14]([OH:16])[C:13]([CH:20]([CH3:22])[CH3:21])=[CH:12][C:7]=1[C:8]([O:10][CH3:11])=[O:9])[CH:3]=[CH2:4]. The yield is 0.980. (6) The yield is 0.990. The catalyst is O1CCOCC1. The product is [C:15]([O:14][C:12]([NH:1][CH:2]([CH2:6][CH2:7][CH2:8][CH2:9][CH2:10][CH3:11])[C:3]([OH:5])=[O:4])=[O:13])([CH3:18])([CH3:17])[CH3:16]. The reactants are [NH2:1][CH:2]([CH2:6][CH2:7][CH2:8][CH2:9][CH2:10][CH3:11])[C:3]([OH:5])=[O:4].[C:12](O[C:12]([O:14][C:15]([CH3:18])([CH3:17])[CH3:16])=[O:13])([O:14][C:15]([CH3:18])([CH3:17])[CH3:16])=[O:13].CS(C)=O. (7) The reactants are [NH2:1][C:2]1[C:7]([CH2:8][OH:9])=[CH:6][CH:5]=[C:4]([CH3:10])[N:3]=1. The catalyst is [O-2].[O-2].[Mn+4].C(Cl)Cl. The product is [NH2:1][C:2]1[C:7]([CH:8]=[O:9])=[CH:6][CH:5]=[C:4]([CH3:10])[N:3]=1. The yield is 0.880.